Regression/Classification. Given a drug SMILES string, predict its absorption, distribution, metabolism, or excretion properties. Task type varies by dataset: regression for continuous measurements (e.g., permeability, clearance, half-life) or binary classification for categorical outcomes (e.g., BBB penetration, CYP inhibition). For this dataset (clearance_hepatocyte_az), we predict log10(clearance) (log10 of the in vitro intrinsic clearance, CLint, in uL/min per 10^6 hepatocytes; values are censored to the assay range of 3 to 150, which is 0.477 to 2.18 on this log10 scale). From a dataset of Hepatocyte clearance measurements from AstraZeneca. (1) The log10(clearance) is 1.00. The compound is C[C@H]1COCCN1c1nc(N2CCOC[C@@H]2C)c2ccc(-c3cccc(C(=O)NCCO)c3)nc2n1. (2) The compound is Cc1cc(F)ccc1OC1CCN(CC2CCN([C@@H](Cc3ccc(F)cc3)C(=O)O)CC2)CC1. The log10(clearance) is 0.480. (3) The drug is CCOC(=O)c1c(-c2ccccc2)nc2ccc(C)cn12. The log10(clearance) is 2.10. (4) The molecule is CCc1nc2ccc(C(=O)NCc3ccc4c(c3)OCO4)cn2c1N(C)Cc1cccs1. The log10(clearance) is 2.18.